This data is from Reaction yield outcomes from USPTO patents with 853,638 reactions. The task is: Predict the reaction yield, written as a fraction of the theoretical maximum amount of product (1.0 means a 100% yield; for example, 0.34 means a 34% yield). (1) The reactants are [O:1]1[C:5]2[CH:6]=[CH:7][C:8]([C:10]3([C:13]([NH:15][C:16]4[CH:17]=[C:18]5[C:22](=[C:23]([C:25]#[N:26])[CH:24]=4)[NH:21][C:20]([C:27]([CH3:30])([CH3:29])[CH3:28])=[CH:19]5)=[O:14])[CH2:12][CH2:11]3)=[CH:9][C:4]=2[O:3][CH2:2]1.[H][H]. The catalyst is C(OCC)(=O)C.[Pd]. The product is [NH2:26][CH2:25][C:23]1[CH:24]=[C:16]([NH:15][C:13]([C:10]2([C:8]3[CH:7]=[CH:6][C:5]4[O:1][CH2:2][O:3][C:4]=4[CH:9]=3)[CH2:11][CH2:12]2)=[O:14])[CH:17]=[C:18]2[C:22]=1[NH:21][C:20]([C:27]([CH3:30])([CH3:29])[CH3:28])=[CH:19]2. The yield is 0.320. (2) The reactants are [F:1][C:2]1[CH:7]=[CH:6][C:5]([F:8])=[CH:4][C:3]=1[C@H:9]1[CH2:13][CH2:12][CH2:11][N:10]1[C:14]1[CH:19]=[CH:18][N:17]2[N:20]=[CH:21][C:22]([NH2:23])=[C:16]2[N:15]=1.[F:24][C:25]1[CH:30]=[CH:29][C:28]([N:31]=[C:32]=[O:33])=[CH:27][CH:26]=1.CCN(C(C)C)C(C)C. The catalyst is C(Cl)Cl. The product is [F:1][C:2]1[CH:7]=[CH:6][C:5]([F:8])=[CH:4][C:3]=1[C@H:9]1[CH2:13][CH2:12][CH2:11][N:10]1[C:14]1[CH:19]=[CH:18][N:17]2[N:20]=[CH:21][C:22]([NH:23][C:32]([NH:31][C:28]3[CH:29]=[CH:30][C:25]([F:24])=[CH:26][CH:27]=3)=[O:33])=[C:16]2[N:15]=1. The yield is 0.840.